This data is from Catalyst prediction with 721,799 reactions and 888 catalyst types from USPTO. The task is: Predict which catalyst facilitates the given reaction. (1) Reactant: [CH3:1][C:2]1([CH3:22])[CH2:7][CH2:6][CH2:5][C@@H:4]([CH3:8])[C@@H:3]1/[CH:9]=[CH:10]/[C:11]([N:13]1[CH2:18][CH2:17][N:16]([C:19]([NH2:21])=[O:20])[CH2:15][CH2:14]1)=[O:12]. Product: [CH3:22][C:2]1([CH3:1])[CH2:7][CH2:6][CH2:5][C@@H:4]([CH3:8])[C@@H:3]1[CH2:9][CH2:10][C:11]([N:13]1[CH2:14][CH2:15][N:16]([C:19]([NH2:21])=[O:20])[CH2:17][CH2:18]1)=[O:12]. The catalyst class is: 19. (2) Reactant: [Cl:1][C:2]1[N:3]=[N:4][C:5]([Cl:9])=[CH:6][C:7]=1Cl.[NH:10]1[CH2:15][CH2:14][NH:13][CH2:12][CH2:11]1. Product: [Cl:1][C:2]1[N:3]=[N:4][C:5]([Cl:9])=[CH:6][C:7]=1[N:10]1[CH2:15][CH2:14][NH:13][CH2:12][CH2:11]1. The catalyst class is: 8. (3) Reactant: C([O:5][P:6]([O:13][CH2:14][C:15]([NH:18][C:19]([C:21]1[CH:26]=[CH:25][C:24]([S:27][C:28]2[CH:33]=[CH:32][C:31]([NH:34][C:35](=[O:38])[O:36][CH3:37])=[CH:30][CH:29]=2)=[C:23]([NH:39][C:40]2[C:41]3[CH:49]=[CH:48][C:47]([CH:50]([CH3:52])[CH3:51])=[N:46][C:42]=3[N:43]=[CH:44][N:45]=2)[CH:22]=1)=[O:20])([CH3:17])[CH3:16])([O:8]C(C)(C)C)=[O:7])(C)(C)C.C(O)(C(F)(F)F)=O.C([O-])(O)=O.[Na+:64]. Product: [P:6]([O-:7])([O-:8])([O:13][CH2:14][C:15]([NH:18][C:19](=[O:20])[C:21]1[CH:26]=[CH:25][C:24]([S:27][C:28]2[CH:33]=[CH:32][C:31]([NH:34][C:35]([O:36][CH3:37])=[O:38])=[CH:30][CH:29]=2)=[C:23]([NH:39][C:40]2[C:41]3[CH:49]=[CH:48][C:47]([CH:50]([CH3:51])[CH3:52])=[N:46][C:42]=3[N:43]=[CH:44][N:45]=2)[CH:22]=1)([CH3:17])[CH3:16])=[O:5].[Na+:64].[Na+:64]. The catalyst class is: 2. (4) Reactant: [Cl:1][C:2]1[CH:11]=[CH:10][CH:9]=[C:8]([CH:12]2[CH2:15][CH2:14][CH2:13]2)[C:3]=1[C:4]([O:6]C)=[O:5].[OH-].[K+].Cl. Product: [Cl:1][C:2]1[CH:11]=[CH:10][CH:9]=[C:8]([CH:12]2[CH2:13][CH2:14][CH2:15]2)[C:3]=1[C:4]([OH:6])=[O:5]. The catalyst class is: 14. (5) Reactant: [OH:1][C:2]1[CH:3]=[C:4]([N+:13]([O-:15])=[O:14])[C:5]([CH3:12])=[C:6]([CH:11]=1)[C:7]([O:9][CH3:10])=[O:8].C(=O)([O-])[O-].[Cs+].[Cs+].Br[CH2:23][CH2:24][O:25][CH3:26].C(OCC)(=O)C. Product: [CH3:26][O:25][CH2:24][CH2:23][O:1][C:2]1[CH:3]=[C:4]([N+:13]([O-:15])=[O:14])[C:5]([CH3:12])=[C:6]([CH:11]=1)[C:7]([O:9][CH3:10])=[O:8]. The catalyst class is: 47. (6) Reactant: [CH2:1]([C:3]1[CH:8]=[C:7]([C:9]2[CH:14]=[CH:13][C:12]([F:15])=[CH:11][CH:10]=2)[CH:6]=[C:5]([CH3:16])[C:4]=1[C:17]1[C:18](=[O:35])[CH:19]([CH2:24][CH2:25][NH:26][C:27]([C:29]2[CH:34]=[CH:33][CH:32]=[CH:31][N:30]=2)=[O:28])[CH2:20][C:21]=1[O:22]C)[CH3:2].Cl. Product: [CH2:1]([C:3]1[CH:8]=[C:7]([C:9]2[CH:10]=[CH:11][C:12]([F:15])=[CH:13][CH:14]=2)[CH:6]=[C:5]([CH3:16])[C:4]=1[CH:17]1[C:21](=[O:22])[CH2:20][CH:19]([CH2:24][CH2:25][NH:26][C:27]([C:29]2[CH:34]=[CH:33][CH:32]=[CH:31][N:30]=2)=[O:28])[C:18]1=[O:35])[CH3:2]. The catalyst class is: 21. (7) Reactant: [C:1]([O:5][C:6]1[C:7]([CH:12]=O)=[N:8][CH:9]=[CH:10][N:11]=1)([CH3:4])([CH3:3])[CH3:2].[C:14]([C:17]1[CH:30]=[CH:29][CH:28]=[CH:27][C:18]=1[O:19][CH2:20][CH:21]1[CH2:26][CH2:25][NH:24][CH2:23][CH2:22]1)(=[O:16])[NH2:15].C(O[BH-](OC(=O)C)OC(=O)C)(=O)C.[Na+].C(=O)(O)[O-].[Na+]. Product: [C:1]([O:5][C:6]1[C:7]([CH2:12][N:24]2[CH2:23][CH2:22][CH:21]([CH2:20][O:19][C:18]3[CH:27]=[CH:28][CH:29]=[CH:30][C:17]=3[C:14]([NH2:15])=[O:16])[CH2:26][CH2:25]2)=[N:8][CH:9]=[CH:10][N:11]=1)([CH3:2])([CH3:3])[CH3:4]. The catalyst class is: 96. (8) Reactant: [CH2:1]([S:7][S:8][CH2:9][C@H:10]([NH2:14])[C:11]([OH:13])=[O:12])[C@H:2]([NH2:6])[C:3]([OH:5])=[O:4].[C:15](=[O:18])([O-:17])[O-].[Na+].[Na+].[C:21](Cl)([O:23][CH2:24][CH:25]1[C:37]2[C:32](=[CH:33][CH:34]=[CH:35][CH:36]=2)[C:31]2[C:26]1=[CH:27][CH:28]=[CH:29][CH:30]=2)=[O:22]. Product: [C:15]([NH:6][C@H:2]([C:3]([OH:5])=[O:4])[CH2:1][S:7][S:8][CH2:9][C@H:10]([NH:14][C:21]([O:23][CH2:24][CH:25]1[C:37]2[C:32](=[CH:33][CH:34]=[CH:35][CH:36]=2)[C:31]2[C:26]1=[CH:27][CH:28]=[CH:29][CH:30]=2)=[O:22])[C:11]([OH:13])=[O:12])([O:17][CH2:24][CH:25]1[C:26]2[C:31](=[CH:30][CH:29]=[CH:28][CH:27]=2)[C:32]2[C:37]1=[CH:36][CH:35]=[CH:34][CH:33]=2)=[O:18]. The catalyst class is: 127. (9) Reactant: [F:1][C:2]1[CH:7]=[CH:6][C:5]([C:8]2[C:9](=[O:13])[CH2:10][CH2:11][CH:12]=2)=[CH:4][CH:3]=1.[C-:14]#[N:15].[K+]. Product: [C:14]([C@@H:12]1[CH2:11][CH2:10][C:9](=[O:13])[C@H:8]1[C:5]1[CH:4]=[CH:3][C:2]([F:1])=[CH:7][CH:6]=1)#[N:15]. The catalyst class is: 24. (10) Product: [Br:13][C:14]1[CH:19]=[CH:18][C:17]([C:20](=[O:25])[CH2:21][CH2:7][CH2:6][N:8]([CH2:11][CH3:12])[CH2:9][CH3:10])=[CH:16][CH:15]=1. The catalyst class is: 10. Reactant: C(NCC)C.[CH2:6]([N:8]([CH2:11][CH3:12])[CH2:9][CH3:10])[CH3:7].[Br:13][C:14]1[CH:19]=[CH:18][C:17]([C:20](=[O:25])[CH2:21]CCCl)=[CH:16][CH:15]=1.O.